Dataset: Full USPTO retrosynthesis dataset with 1.9M reactions from patents (1976-2016). Task: Predict the reactants needed to synthesize the given product. (1) Given the product [ClH:1].[F:22][C:23]1[CH:29]=[C:28]([CH3:30])[C:27]([OH:31])=[CH:26][C:24]=1[NH:25][C:2]1[C:11]2[C:6](=[CH:7][C:8]([O:14][CH2:15][C:16]3[CH:21]=[CH:20][N:19]=[CH:18][CH:17]=3)=[C:9]([O:12][CH3:13])[CH:10]=2)[N:5]=[CH:4][N:3]=1, predict the reactants needed to synthesize it. The reactants are: [Cl:1][C:2]1[C:11]2[C:6](=[CH:7][C:8]([O:14][CH2:15][C:16]3[CH:21]=[CH:20][N:19]=[CH:18][CH:17]=3)=[C:9]([O:12][CH3:13])[CH:10]=2)[N:5]=[CH:4][N:3]=1.[F:22][C:23]1[CH:29]=[C:28]([CH3:30])[C:27]([OH:31])=[CH:26][C:24]=1[NH2:25].Cl. (2) Given the product [CH3:40][C:20]1[NH:19][C:18]([CH3:17])=[C:23]([C:24]([O:26][C:42]([CH2:43][N:44]([CH2:45][CH2:46][CH:47]([C:54]2[CH:55]=[CH:56][CH:57]=[CH:58][CH:59]=2)[C:48]2[CH:49]=[CH:50][CH:51]=[CH:52][CH:53]=2)[CH3:60])([CH3:61])[CH3:41])=[O:25])[CH:22]([C:27]2[CH:32]=[CH:31][CH:30]=[C:29]([N+:33]([O-:35])=[O:34])[CH:28]=2)[C:21]=1[C:36]([O:38][CH3:39])=[O:37].[ClH:16], predict the reactants needed to synthesize it. The reactants are: C(N(CC)CC)C.C(OP([Cl:16])(OCC)=S)C.[CH3:17][C:18]1[NH:19][C:20]([CH3:40])=[C:21]([C:36]([O:38][CH3:39])=[O:37])[CH:22]([C:27]2[CH:32]=[CH:31][CH:30]=[C:29]([N+:33]([O-:35])=[O:34])[CH:28]=2)[C:23]=1[C:24]([OH:26])=[O:25].[CH3:41][C:42](O)([CH3:61])[CH2:43][N:44]([CH3:60])[CH2:45][CH2:46][CH:47]([C:54]1[CH:59]=[CH:58][CH:57]=[CH:56][CH:55]=1)[C:48]1[CH:53]=[CH:52][CH:51]=[CH:50][CH:49]=1. (3) The reactants are: [OH:1][C:2]1[C:11]2[C:6](=[CH:7][CH:8]=[CH:9][CH:10]=2)[O:5][C:4](=[O:12])[CH:3]=1.[F:13][C:14]([F:32])([C:28]([F:31])([F:30])[F:29])[C@@H:15]([O:17][C:18](=[O:27])[C:19]1[CH:24]=[CH:23][C:22]([CH:25]=O)=[CH:21][CH:20]=1)[CH3:16].CCN(CC)CC.CCOC(C)=O. Given the product [OH:1][C:2]1[C:11]2[C:6](=[CH:7][CH:8]=[CH:9][CH:10]=2)[O:5][C:4](=[O:12])[C:3]=1[CH2:25][C:22]1[CH:21]=[CH:20][C:19]([C:18]([O:17][C@H:15]([C:14]([F:13])([F:32])[C:28]([F:30])([F:31])[F:29])[CH3:16])=[O:27])=[CH:24][CH:23]=1, predict the reactants needed to synthesize it. (4) The reactants are: [F:1][C:2]1[CH:7]=[CH:6][C:5](B(O)O)=[C:4]([O:11][CH3:12])[CH:3]=1.Cl[C:14]1[N:19]=[C:18]([NH2:20])[N:17]=[C:16]([NH:21][CH3:22])[CH:15]=1. Given the product [F:1][C:2]1[CH:7]=[CH:6][C:5]([C:14]2[N:19]=[C:18]([NH2:20])[N:17]=[C:16]([NH:21][CH3:22])[CH:15]=2)=[C:4]([O:11][CH3:12])[CH:3]=1, predict the reactants needed to synthesize it. (5) Given the product [CH3:8][O:9][C:10]1[CH:29]=[C:28]([NH:30][CH3:31])[C:27]([N+:32]([O-:34])=[O:33])=[CH:26][C:11]=1[O:12][C:13]1[CH:18]=[CH:17][N:16]=[C:15]([C:19]([OH:21])=[O:20])[CH:14]=1, predict the reactants needed to synthesize it. The reactants are: FC(F)(F)C(O)=O.[CH3:8][O:9][C:10]1[CH:29]=[C:28]([NH:30][CH3:31])[C:27]([N+:32]([O-:34])=[O:33])=[CH:26][C:11]=1[O:12][C:13]1[CH:18]=[CH:17][N:16]=[C:15]([C:19]([O:21]C(C)(C)C)=[O:20])[CH:14]=1.